This data is from HIV replication inhibition screening data with 41,000+ compounds from the AIDS Antiviral Screen. The task is: Binary Classification. Given a drug SMILES string, predict its activity (active/inactive) in a high-throughput screening assay against a specified biological target. (1) The drug is COc1cc2c(cc1O)C1(Cc3ccc4c(c3C1=O)OCO4)N(C)CC2. The result is 0 (inactive). (2) The drug is CCCCNC(=O)c1cc(NC(=O)c2ccc(C(=O)Nc3cc(C(=O)NCCCC)cc(C4N=CCN4)c3)cc2)cc(C2=NCCN2)c1. The result is 1 (active). (3) The molecule is CN1CCN=C1c1ccc(NC(=O)Nc2ccc(NC(=O)Nc3ccc(C4=NCCN4C)cc3)cc2)cc1. The result is 0 (inactive). (4) The molecule is O=C(NC(=Cc1ccc(Br)cc1)c1nc2ccccc2[nH]1)c1ccccc1. The result is 0 (inactive). (5) The molecule is NS(=O)(=O)c1ccc(NC(=O)c2cccc3cc4ccccc4nc23)cc1. The result is 0 (inactive). (6) The molecule is COc1ccc(C(Cl)=C(C#N)c2ccc(OC)c(OC)c2)cc1OC. The result is 0 (inactive). (7) The molecule is CC12CCC3C(CCC4CC(OC(=O)C=Cc5ccccc5N(CCCl)CCCl)CCC43C)C1CCC(=O)N2. The result is 0 (inactive). (8) The result is 0 (inactive). The compound is CCOC(=O)C(C(CC(=O)OC)NC(=O)OCc1ccccc1)C1(C)OCCO1.